Dataset: Catalyst prediction with 721,799 reactions and 888 catalyst types from USPTO. Task: Predict which catalyst facilitates the given reaction. (1) Reactant: C1C=CC(N([S:8]([C:11]([F:14])([F:13])[F:12])(=[O:10])=[O:9])[S:8]([C:11]([F:14])([F:13])[F:12])(=[O:10])=[O:9])=CC=1.[CH3:22][O:23][C:24]1[CH:25]=[C:26]([OH:48])[CH:27]=[CH:28][C:29]=1[C:30]1[N:31]=[N:32][C:33]([N:36]([CH3:47])[CH:37]2[CH2:42][C:41]([CH3:44])([CH3:43])[NH:40][C:39]([CH3:46])([CH3:45])[CH2:38]2)=[CH:34][CH:35]=1.C(N(CC)CC)C. Product: [F:12][C:11]([F:14])([F:13])[S:8]([O:48][C:26]1[CH:27]=[CH:28][C:29]([C:30]2[N:31]=[N:32][C:33]([N:36]([CH3:47])[CH:37]3[CH2:42][C:41]([CH3:44])([CH3:43])[NH:40][C:39]([CH3:46])([CH3:45])[CH2:38]3)=[CH:34][CH:35]=2)=[C:24]([O:23][CH3:22])[CH:25]=1)(=[O:10])=[O:9]. The catalyst class is: 250. (2) The catalyst class is: 7. Reactant: COC(=O)[C@@H](NC(OC(C)(C)C)=O)C[C:6]1[C:14]2[C:9](=[CH:10][CH:11]=[CH:12][CH:13]=2)[N:8](CC2C=C(Cl)C=C(Cl)C=2)[CH:7]=1.[H-].[K+].COC(=O)[C@@H](NC(OC(C)(C)C)=O)CC1C2C(=CC=CC=2)NC=1.ClC1C=C(C=C(Cl)C=1)CBr. Product: [NH:8]1[C:9]2[C:14](=[CH:13][CH:12]=[CH:11][CH:10]=2)[CH:6]=[CH:7]1. (3) Reactant: [Si]([O:8][CH2:9][CH2:10][CH2:11][N:12]1[C:16]2[C:17]3[O:18][CH:19]([C:30]4[CH:35]=[CH:34][C:33]([F:36])=[CH:32][CH:31]=4)[CH2:20][CH2:21][C:22]=3[C:23]([C:25]([N:27]([CH3:29])[CH3:28])=[O:26])=[CH:24][C:15]=2[N:14]=[C:13]1[CH3:37])(C(C)(C)C)(C)C.[F-].C([N+](CCCC)(CCCC)CCCC)CCC. Product: [F:36][C:33]1[CH:34]=[CH:35][C:30]([CH:19]2[CH2:20][CH2:21][C:22]3[C:23]([C:25]([N:27]([CH3:29])[CH3:28])=[O:26])=[CH:24][C:15]4[N:14]=[C:13]([CH3:37])[N:12]([CH2:11][CH2:10][CH2:9][OH:8])[C:16]=4[C:17]=3[O:18]2)=[CH:31][CH:32]=1. The catalyst class is: 7. (4) Reactant: [CH2:1]([O:8][C:9]1[CH:10]=[C:11]([CH:13]=[C:14]([Br:16])[CH:15]=1)[NH2:12])[C:2]1[CH:7]=[CH:6][CH:5]=[CH:4][CH:3]=1.[C:17]([N:25]=[C:26]=[S:27])(=[O:24])[C:18]1[CH:23]=[CH:22][CH:21]=[CH:20][CH:19]=1. Product: [CH2:1]([O:8][C:9]1[CH:10]=[C:11]([NH:12][C:26]([NH:25][C:17](=[O:24])[C:18]2[CH:19]=[CH:20][CH:21]=[CH:22][CH:23]=2)=[S:27])[CH:13]=[C:14]([Br:16])[CH:15]=1)[C:2]1[CH:3]=[CH:4][CH:5]=[CH:6][CH:7]=1. The catalyst class is: 21. (5) Product: [CH2:20]([N:27]1[CH2:32][CH2:31][O:30][CH:29]([C:33]2[CH:38]=[CH:37][C:36]([OH:39])=[CH:35][C:34]=2[Cl:41])[CH2:28]1)[C:21]1[CH:22]=[CH:23][CH:24]=[CH:25][CH:26]=1. The catalyst class is: 3. Reactant: C(S)CCCCCCCCCCC.CC([O-])(C)C.[K+].[CH2:20]([N:27]1[CH2:32][CH2:31][O:30][CH:29]([C:33]2[CH:38]=[CH:37][C:36]([O:39]C)=[CH:35][C:34]=2[Cl:41])[CH2:28]1)[C:21]1[CH:26]=[CH:25][CH:24]=[CH:23][CH:22]=1.CCOC(C)=O. (6) Reactant: [N:1]1([C:10]([NH:12][C:13]2[CH:18]=[CH:17][C:16]([CH2:19][C:20]([NH:22][C:23]3[CH:28]=[CH:27][C:26]([CH:29]([CH3:38])[CH2:30][C:31]([O:33]C(C)(C)C)=[O:32])=[CH:25][CH:24]=3)=[O:21])=[CH:15][C:14]=2[O:39][CH3:40])=[O:11])[C:9]2[C:4](=[CH:5][CH:6]=[CH:7][CH:8]=2)[CH2:3][CH2:2]1.FC(F)(F)C(O)=O. Product: [N:1]1([C:10]([NH:12][C:13]2[CH:18]=[CH:17][C:16]([CH2:19][C:20]([NH:22][C:23]3[CH:24]=[CH:25][C:26]([CH:29]([CH3:38])[CH2:30][C:31]([OH:33])=[O:32])=[CH:27][CH:28]=3)=[O:21])=[CH:15][C:14]=2[O:39][CH3:40])=[O:11])[C:9]2[C:4](=[CH:5][CH:6]=[CH:7][CH:8]=2)[CH2:3][CH2:2]1. The catalyst class is: 4. (7) Product: [N:1]1[CH:6]=[CH:5][CH:4]=[C:3]([S:7]([O:30][C:27]2[CH:26]=[CH:25][C:24]([C:23]3[N:19]([C:13]4[CH:14]=[CH:15][C:16]([Cl:18])=[CH:17][C:12]=4[Cl:11])[N:20]=[C:21]([C:32]([NH:34][N:35]4[CH2:36][CH2:37][CH2:38][CH2:39][CH2:40]4)=[O:33])[C:22]=3[CH3:31])=[CH:29][CH:28]=2)(=[O:9])=[O:8])[CH:2]=1. Reactant: [N:1]1[CH:6]=[CH:5][CH:4]=[C:3]([S:7](Cl)(=[O:9])=[O:8])[CH:2]=1.[Cl:11][C:12]1[CH:17]=[C:16]([Cl:18])[CH:15]=[CH:14][C:13]=1[N:19]1[C:23]([C:24]2[CH:29]=[CH:28][C:27]([OH:30])=[CH:26][CH:25]=2)=[C:22]([CH3:31])[C:21]([C:32]([NH:34][N:35]2[CH2:40][CH2:39][CH2:38][CH2:37][CH2:36]2)=[O:33])=[N:20]1.O. The catalyst class is: 2. (8) Product: [CH2:2]([O:9][C:10]1[CH:15]=[C:14]([O:16][CH2:17][C:18]2[CH:23]=[CH:22][CH:21]=[CH:20][CH:19]=2)[C:13]([Cl:24])=[CH:12][C:11]=1[C:25](=[O:27])[CH:26]=[C:32]([OH:33])[C:31]([O:30][CH2:28][CH3:29])=[O:37])[C:3]1[CH:8]=[CH:7][CH:6]=[CH:5][CH:4]=1. The catalyst class is: 15. Reactant: [Na].[CH2:2]([O:9][C:10]1[CH:15]=[C:14]([O:16][CH2:17][C:18]2[CH:23]=[CH:22][CH:21]=[CH:20][CH:19]=2)[C:13]([Cl:24])=[CH:12][C:11]=1[C:25](=[O:27])[CH3:26])[C:3]1[CH:8]=[CH:7][CH:6]=[CH:5][CH:4]=1.[CH2:28]([O:30][C:31](=[O:37])[C:32](OCC)=[O:33])[CH3:29]. (9) Reactant: [CH2:1]([C@H:3]([NH:10][C:11]([C:13]1[C:22]2[C:17](=[CH:18][CH:19]=[CH:20][CH:21]=2)[N:16]=[C:15]([C:23]2[CH:28]=[CH:27][CH:26]=[CH:25][CH:24]=2)[C:14]=1[O:29][CH2:30][CH2:31][NH2:32])=[O:12])[C:4]1[CH:9]=[CH:8][CH:7]=[CH:6][CH:5]=1)[CH3:2].C1C2C(COC([NH:50][CH2:51][C:52](Cl)=[O:53])=O)C3C(=CC=CC=3)C=2C=CC=1. Product: [CH2:1]([C@H:3]([NH:10][C:11]([C:13]1[C:22]2[C:17](=[CH:18][CH:19]=[CH:20][CH:21]=2)[N:16]=[C:15]([C:23]2[CH:24]=[CH:25][CH:26]=[CH:27][CH:28]=2)[C:14]=1[O:29][CH2:30][CH2:31][NH:32][C:52](=[O:53])[CH2:51][NH2:50])=[O:12])[C:4]1[CH:9]=[CH:8][CH:7]=[CH:6][CH:5]=1)[CH3:2]. The catalyst class is: 2.